From a dataset of Peptide-MHC class II binding affinity with 134,281 pairs from IEDB. Regression. Given a peptide amino acid sequence and an MHC pseudo amino acid sequence, predict their binding affinity value. This is MHC class II binding data. The peptide sequence is EKKYFARTQFEPLAA. The MHC is HLA-DQA10101-DQB10501 with pseudo-sequence HLA-DQA10101-DQB10501. The binding affinity (normalized) is 0.549.